From a dataset of NCI-60 drug combinations with 297,098 pairs across 59 cell lines. Regression. Given two drug SMILES strings and cell line genomic features, predict the synergy score measuring deviation from expected non-interaction effect. (1) Drug 1: C1CC(=O)NC(=O)C1N2CC3=C(C2=O)C=CC=C3N. Drug 2: CN1C(=O)N2C=NC(=C2N=N1)C(=O)N. Cell line: BT-549. Synergy scores: CSS=6.60, Synergy_ZIP=-0.00842, Synergy_Bliss=4.16, Synergy_Loewe=0.543, Synergy_HSA=1.10. (2) Drug 1: CC12CCC(CC1=CCC3C2CCC4(C3CC=C4C5=CN=CC=C5)C)O. Drug 2: CC1=C2C(C(=O)C3(C(CC4C(C3C(C(C2(C)C)(CC1OC(=O)C(C(C5=CC=CC=C5)NC(=O)OC(C)(C)C)O)O)OC(=O)C6=CC=CC=C6)(CO4)OC(=O)C)O)C)O. Cell line: UACC62. Synergy scores: CSS=25.2, Synergy_ZIP=2.29, Synergy_Bliss=0.248, Synergy_Loewe=-29.9, Synergy_HSA=0.0661. (3) Drug 1: C1CNP(=O)(OC1)N(CCCl)CCCl. Drug 2: CC1CCCC2(C(O2)CC(NC(=O)CC(C(C(=O)C(C1O)C)(C)C)O)C(=CC3=CSC(=N3)C)C)C. Cell line: NCI-H226. Synergy scores: CSS=18.6, Synergy_ZIP=-0.00345, Synergy_Bliss=-3.34, Synergy_Loewe=-30.3, Synergy_HSA=-7.45. (4) Drug 1: C1=NC2=C(N1)C(=S)N=CN2. Drug 2: N.N.Cl[Pt+2]Cl. Cell line: PC-3. Synergy scores: CSS=53.9, Synergy_ZIP=-6.97, Synergy_Bliss=-5.95, Synergy_Loewe=-4.83, Synergy_HSA=-2.01.